Dataset: Catalyst prediction with 721,799 reactions and 888 catalyst types from USPTO. Task: Predict which catalyst facilitates the given reaction. (1) Reactant: [F:1][C:2]1[CH:7]=[CH:6][C:5]([C:8]2[S:12][C:11]([C:13]([O:15]CC)=[O:14])=[CH:10][CH:9]=2)=[CH:4][CH:3]=1.[OH-].[Na+]. Product: [F:1][C:2]1[CH:3]=[CH:4][C:5]([C:8]2[S:12][C:11]([C:13]([OH:15])=[O:14])=[CH:10][CH:9]=2)=[CH:6][CH:7]=1. The catalyst class is: 14. (2) Reactant: [Cl:1][C:2]1[CH:10]=[C:9]2[C:5]([C:6]([C:20]#[N:21])=[C:7]([C:12]3[CH:13]=[N:14][CH:15]=[C:16]([CH:18]=O)[CH:17]=3)[N:8]2[CH3:11])=[CH:4][CH:3]=1.[CH3:22][S:23]([NH2:26])(=[O:25])=[O:24].C(O)(=O)C.C(N(CC)CC)C.[BH-](OC(C)=O)(OC(C)=O)OC(C)=O.[Na+].C([O-])(O)=O.[Na+]. Product: [Cl:1][C:2]1[CH:10]=[C:9]2[C:5]([C:6]([C:20]#[N:21])=[C:7]([C:12]3[CH:17]=[C:16]([CH2:18][NH:26][S:23]([CH3:22])(=[O:25])=[O:24])[CH:15]=[N:14][CH:13]=3)[N:8]2[CH3:11])=[CH:4][CH:3]=1. The catalyst class is: 26.